Dataset: Full USPTO retrosynthesis dataset with 1.9M reactions from patents (1976-2016). Task: Predict the reactants needed to synthesize the given product. (1) The reactants are: [NH2:1][C:2]1[S:6][C:5]2[CH2:7][CH2:8][CH2:9][CH2:10][C:4]=2[C:3]=1[C:11]([C:13]1[S:14][CH:15]=[CH:16][CH:17]=1)=O.[CH3:18][C:19](=O)[CH2:20][C:21](=[O:23])[CH3:22]. Given the product [CH3:18][C:19]1[N:1]=[C:2]2[S:6][C:5]3[CH2:7][CH2:8][CH2:9][CH2:10][C:4]=3[C:3]2=[C:11]([C:13]2[S:14][CH:15]=[CH:16][CH:17]=2)[C:20]=1[C:21](=[O:23])[CH3:22], predict the reactants needed to synthesize it. (2) Given the product [CH3:32][O:33][C:2]1[CH:7]=[CH:6][N:5]=[C:4]2[N:8]([CH2:24][O:25][CH2:26][CH2:27][Si:28]([CH3:31])([CH3:30])[CH3:29])[N:9]=[C:10]([C:11]3[CH2:12][CH2:13][N:14]([C:17]([O:19][C:20]([CH3:23])([CH3:22])[CH3:21])=[O:18])[CH2:15][CH:16]=3)[C:3]=12, predict the reactants needed to synthesize it. The reactants are: Cl[C:2]1[CH:7]=[CH:6][N:5]=[C:4]2[N:8]([CH2:24][O:25][CH2:26][CH2:27][Si:28]([CH3:31])([CH3:30])[CH3:29])[N:9]=[C:10]([C:11]3[CH2:12][CH2:13][N:14]([C:17]([O:19][C:20]([CH3:23])([CH3:22])[CH3:21])=[O:18])[CH2:15][CH:16]=3)[C:3]=12.[CH3:32][OH:33]. (3) Given the product [C:31]([C:15]1[CH:16]=[C:17]([NH:18][C:19]([C:21]2[N:22]=[CH:23][C:24]3[C:29]([CH:30]=2)=[CH:28][CH:27]=[CH:26][CH:25]=3)=[O:20])[N:13]([C:9]2[CH:8]=[C:7]([CH2:6][CH2:5][C:4]([OH:35])=[O:3])[CH:12]=[CH:11][CH:10]=2)[N:14]=1)([CH3:34])([CH3:32])[CH3:33], predict the reactants needed to synthesize it. The reactants are: C([O:3][C:4](=[O:35])[CH2:5][CH2:6][C:7]1[CH:12]=[CH:11][CH:10]=[C:9]([N:13]2[C:17]([NH:18][C:19]([C:21]3[N:22]=[CH:23][C:24]4[C:29]([CH:30]=3)=[CH:28][CH:27]=[CH:26][CH:25]=4)=[O:20])=[CH:16][C:15]([C:31]([CH3:34])([CH3:33])[CH3:32])=[N:14]2)[CH:8]=1)C.[Li+].[OH-]. (4) The reactants are: [N:1]([C:4]1[CH:5]=[N:6][CH:7]=[CH:8][CH:9]=1)=[N+:2]=[N-:3].[C:10]([C:12]1[CH2:13][CH2:14][N:15]([C:18]([O:20][C:21]([CH3:24])([CH3:23])[CH3:22])=[O:19])[CH2:16][CH:17]=1)#[CH:11]. Given the product [N:6]1[CH:7]=[CH:8][CH:9]=[C:4]([N:1]2[CH:11]=[C:10]([C:12]3[CH2:17][CH2:16][N:15]([C:18]([O:20][C:21]([CH3:24])([CH3:23])[CH3:22])=[O:19])[CH2:14][CH:13]=3)[N:3]=[N:2]2)[CH:5]=1, predict the reactants needed to synthesize it.